This data is from Full USPTO retrosynthesis dataset with 1.9M reactions from patents (1976-2016). The task is: Predict the reactants needed to synthesize the given product. (1) Given the product [C:28](=[O:30])([O:11][C:8]([CH:5]1[CH2:6][CH2:7][CH:2]=[C:3]([CH3:22])[CH2:4]1)([CH3:9])[CH3:10])[O:31][C:19]1[CH:20]=[CH:21][C:16]([CH:15]=[CH2:14])=[CH:17][CH:18]=1, predict the reactants needed to synthesize it. The reactants are: C[C:2]1[CH2:7][CH2:6][C@H:5]([C:8]([OH:11])([CH3:10])[CH3:9])[CH2:4][CH:3]=1.N1[C:21]2[C:16](=[CH:17][CH:18]=[CH:19][CH:20]=2)[CH:15]=[CH:14]C=1.[CH3:22]CCCCC.[C:28]([O:31]CC)(=[O:30])C. (2) Given the product [O:17]=[C:15]1[C@@H:13]2[C@@:22]([CH:6]=[CH2:7])([CH2:23][CH2:24][CH2:25][C@H:11]2[C:8]#[N:2])[CH2:21][CH2:20]1, predict the reactants needed to synthesize it. The reactants are: [C-]#[N:2].C([Al+][CH2:6][CH3:7])C.[C:8]([CH:11]([CH:13]([C:15]([O-:17])=O)O)O)([O-])=O.[K+].[Na+].[CH:20]1[CH:25]=[CH:24][CH:23]=[CH:22][CH:21]=1. (3) Given the product [Cl:17][C:15]1[N:16]=[C:11]2[C:10]([NH:19][C:20](=[O:26])[O:21][C:22]([CH3:24])([CH3:23])[CH3:25])=[N:9][C@@:8]([C:6]3[CH:7]=[C:2]([NH:1][C:36]([C:33]4[CH:32]=[CH:31][C:30]([F:29])=[CH:35][N:34]=4)=[O:37])[CH:3]=[CH:4][C:5]=3[F:28])([CH3:27])[CH2:13][N:12]2[C:14]=1[Cl:18], predict the reactants needed to synthesize it. The reactants are: [NH2:1][C:2]1[CH:3]=[CH:4][C:5]([F:28])=[C:6]([C@:8]2([CH3:27])[CH2:13][N:12]3[C:14]([Cl:18])=[C:15]([Cl:17])[N:16]=[C:11]3[C:10]([NH:19][C:20](=[O:26])[O:21][C:22]([CH3:25])([CH3:24])[CH3:23])=[N:9]2)[CH:7]=1.[F:29][C:30]1[CH:31]=[CH:32][C:33]([C:36](O)=[O:37])=[N:34][CH:35]=1. (4) Given the product [C:10]([O:13][CH2:14][C:17]1[N:22]=[C:21]([O:23][C:24]2[CH:25]=[C:26]3[C:30](=[CH:31][CH:32]=2)[NH:29][CH:28]=[CH:27]3)[CH:20]=[CH:19][N:18]=1)(=[O:12])[CH3:11], predict the reactants needed to synthesize it. The reactants are: BrCCBr.Cl[Si](C)(C)C.[C:10]([O:13][CH2:14]Br)(=[O:12])[CH3:11].Cl[C:17]1[N:22]=[C:21]([O:23][C:24]2[CH:25]=[C:26]3[C:30](=[CH:31][CH:32]=2)[NH:29][CH:28]=[CH:27]3)[CH:20]=[CH:19][N:18]=1. (5) Given the product [Cl:1][C:2]1[N:3]=[C:4]([NH:22][C:23]2[CH:31]=[CH:30][CH:29]=[CH:28][C:24]=2[C:25]([NH2:27])=[O:26])[C:5]2[CH:10]=[CH:9][N:8]([S:11]([C:14]3[CH:19]=[CH:18][C:17]([CH3:20])=[CH:16][CH:15]=3)(=[O:13])=[O:12])[C:6]=2[N:7]=1, predict the reactants needed to synthesize it. The reactants are: [Cl:1][C:2]1[N:3]=[C:4](Cl)[C:5]2[CH:10]=[CH:9][N:8]([S:11]([C:14]3[CH:19]=[CH:18][C:17]([CH3:20])=[CH:16][CH:15]=3)(=[O:13])=[O:12])[C:6]=2[N:7]=1.[NH2:22][C:23]1[CH:31]=[CH:30][CH:29]=[CH:28][C:24]=1[C:25]([NH2:27])=[O:26].